This data is from Full USPTO retrosynthesis dataset with 1.9M reactions from patents (1976-2016). The task is: Predict the reactants needed to synthesize the given product. (1) Given the product [CH:13]1([C:10]2[N:9]=[C:8]([C:5]3[N:6]([CH3:7])[C:2]([C:24]#[C:23][C:17]4[CH:22]=[CH:21][CH:20]=[CH:19][CH:18]=4)=[N:3][C:4]=3[CH3:16])[O:12][N:11]=2)[CH2:15][CH2:14]1, predict the reactants needed to synthesize it. The reactants are: Br[C:2]1[N:6]([CH3:7])[C:5]([C:8]2[O:12][N:11]=[C:10]([CH:13]3[CH2:15][CH2:14]3)[N:9]=2)=[C:4]([CH3:16])[N:3]=1.[C:17]1([C:23]#[CH:24])[CH:22]=[CH:21][CH:20]=[CH:19][CH:18]=1. (2) The reactants are: [CH2:1]([O:8][C:9]1[CH:18]=[CH:17][CH:16]=[C:15]2[C:10]=1[CH2:11][CH2:12][CH2:13][CH:14]2[C:19]([OH:21])=O)[C:2]1[CH:7]=[CH:6][CH:5]=[CH:4][CH:3]=1.[CH2:22]([O:29][C:30]1[CH:31]=[C:32]([CH2:44][NH:45][C:46]2[CH:51]=[CH:50][C:49]([CH:52]([CH3:54])[CH3:53])=[CH:48][CH:47]=2)[CH:33]=[CH:34][C:35]=1[O:36][CH2:37][C:38]1[CH:43]=[CH:42][CH:41]=[CH:40][CH:39]=1)[C:23]1[CH:28]=[CH:27][CH:26]=[CH:25][CH:24]=1. Given the product [CH2:1]([O:8][C:9]1[CH:18]=[CH:17][CH:16]=[C:15]2[C:10]=1[CH2:11][CH2:12][CH2:13][CH:14]2[C:19]([N:45]([CH2:44][C:32]1[CH:33]=[CH:34][C:35]([O:36][CH2:37][C:38]2[CH:39]=[CH:40][CH:41]=[CH:42][CH:43]=2)=[C:30]([O:29][CH2:22][C:23]2[CH:24]=[CH:25][CH:26]=[CH:27][CH:28]=2)[CH:31]=1)[C:46]1[CH:47]=[CH:48][C:49]([CH:52]([CH3:53])[CH3:54])=[CH:50][CH:51]=1)=[O:21])[C:2]1[CH:3]=[CH:4][CH:5]=[CH:6][CH:7]=1, predict the reactants needed to synthesize it.